The task is: Predict the reaction yield, written as a fraction of the theoretical maximum amount of product (1.0 means a 100% yield; for example, 0.34 means a 34% yield).. This data is from Reaction yield outcomes from USPTO patents with 853,638 reactions. (1) The reactants are [F:1][C:2]([F:14])([F:13])[C:3]1[CH:4]=[C:5]([CH:10]=[CH:11][CH:12]=1)[C:6]([NH:8][NH2:9])=[O:7].[O:15]([C:22]1[C:27]([C:28](Cl)=[O:29])=[CH:26][CH:25]=[CH:24][N:23]=1)[C:16]1[CH:21]=[CH:20][CH:19]=[CH:18][CH:17]=1. The catalyst is N1C=CC=CC=1. The product is [O:15]([C:22]1[C:27]([C:28]([NH:9][NH:8][C:6](=[O:7])[C:5]2[CH:10]=[CH:11][CH:12]=[C:3]([C:2]([F:13])([F:14])[F:1])[CH:4]=2)=[O:29])=[CH:26][CH:25]=[CH:24][N:23]=1)[C:16]1[CH:21]=[CH:20][CH:19]=[CH:18][CH:17]=1. The yield is 0.540. (2) The reactants are [C:1]([O:5][C:6]([NH:8][C@H:9]([C:30]([O:32][CH3:33])=[O:31])[CH2:10][C:11]1[CH:16]=[CH:15][C:14](OCCC2C=CC3CCCNC=3N=2)=[CH:13][N:12]=1)=[O:7])([CH3:4])([CH3:3])[CH3:2].[Br:34]CCBr.Cl[Si](C)(C)C.N(C(OC(C)(C)C)=O)[C@H](C(OC)=O)CI.BrC1C=CC(Br)=CN=1. The catalyst is CN(C=O)C.[Zn].Cl[Pd](Cl)([P](C1C=CC=CC=1)(C1C=CC=CC=1)C1C=CC=CC=1)[P](C1C=CC=CC=1)(C1C=CC=CC=1)C1C=CC=CC=1. The product is [Br:34][C:14]1[CH:15]=[CH:16][C:11]([CH2:10][C@@H:9]([C:30]([O:32][CH3:33])=[O:31])[NH:8][C:6]([O:5][C:1]([CH3:4])([CH3:3])[CH3:2])=[O:7])=[N:12][CH:13]=1. The yield is 0.540. (3) The reactants are Br[C:2]1[N:3]=[CH:4][C:5]([NH:8][C:9](=[O:16])[CH2:10][CH2:11][C:12]([O:14][CH3:15])=[O:13])=[N:6][CH:7]=1.[Cl-].[Li+].C([Sn](CCCC)(CCCC)[C:24]([O:26][CH2:27][CH3:28])=[CH2:25])CCC. The product is [CH2:27]([O:26][C:24]([C:2]1[N:3]=[CH:4][C:5]([NH:8][C:9](=[O:16])[CH2:10][CH2:11][C:12]([O:14][CH3:15])=[O:13])=[N:6][CH:7]=1)=[CH2:25])[CH3:28]. The yield is 0.370. The catalyst is C1(C)C=CC=CC=1.C(OCC)(=O)C.[Pd].C1C=CC([P]([Pd]([P](C2C=CC=CC=2)(C2C=CC=CC=2)C2C=CC=CC=2)([P](C2C=CC=CC=2)(C2C=CC=CC=2)C2C=CC=CC=2)[P](C2C=CC=CC=2)(C2C=CC=CC=2)C2C=CC=CC=2)(C2C=CC=CC=2)C2C=CC=CC=2)=CC=1. (4) The reactants are Cl[CH2:2][CH2:3][CH2:4][CH2:5][C:6]1([C:10]([O:12][CH2:13][CH3:14])=[O:11])[CH2:9][CH2:8][CH2:7]1.[Na+].[I-:16]. No catalyst specified. The product is [I:16][CH2:2][CH2:3][CH2:4][CH2:5][C:6]1([C:10]([O:12][CH2:13][CH3:14])=[O:11])[CH2:9][CH2:8][CH2:7]1. The yield is 0.990. (5) The reactants are [CH3:1][N:2]([CH3:32])[C:3]([C:5]1[N:26]([CH:27]2[CH2:31][CH2:30][CH2:29][CH2:28]2)[C:8]2[N:9]=[C:10]([NH:13][C:14]3[CH:19]=[CH:18][C:17]([N:20]4[CH2:25][CH2:24][NH:23][CH2:22][CH2:21]4)=[CH:16][N:15]=3)[N:11]=[CH:12][C:7]=2[CH:6]=1)=[O:4].[CH:33]1([CH2:39][C:40](Cl)=[O:41])[CH2:38][CH2:37][CH2:36][CH2:35][CH2:34]1. No catalyst specified. The product is [CH3:1][N:2]([CH3:32])[C:3]([C:5]1[N:26]([CH:27]2[CH2:31][CH2:30][CH2:29][CH2:28]2)[C:8]2[N:9]=[C:10]([NH:13][C:14]3[CH:19]=[CH:18][C:17]([N:20]4[CH2:21][CH2:22][N:23]([C:40](=[O:41])[CH2:39][CH:33]5[CH2:38][CH2:37][CH2:36][CH2:35][CH2:34]5)[CH2:24][CH2:25]4)=[CH:16][N:15]=3)[N:11]=[CH:12][C:7]=2[CH:6]=1)=[O:4]. The yield is 0.470. (6) The reactants are [C:1]([C:4]1[C:34](=[O:35])[C@@:8]2([CH3:36])[C:9]3[C:15]([OH:16])=[CH:14][C:13]([O:17][CH3:18])=[C:12]([C:19]([NH:21][CH2:22][C:23]4[C:32]5[C:27](=[CH:28][CH:29]=[CH:30][CH:31]=5)[CH:26]=[CH:25][C:24]=4[CH3:33])=[O:20])[C:10]=3[O:11][C:7]2=[CH:6][C:5]=1[OH:37])(=O)[CH3:2].[C:38]([CH2:41][O:42][NH2:43])([OH:40])=[O:39].C(=O)(O)[O-].[Na+]. The catalyst is O1CCCC1.CO. The product is [OH:37][C:5]1[CH:6]=[C:7]2[O:11][C:10]3[C:12]([C:19]([NH:21][CH2:22][C:23]4[C:32]5[C:27](=[CH:28][CH:29]=[CH:30][CH:31]=5)[CH:26]=[CH:25][C:24]=4[CH3:33])=[O:20])=[C:13]([O:17][CH3:18])[CH:14]=[C:15]([OH:16])[C:9]=3[C@:8]2([CH3:36])[C:34](=[O:35])[C:4]=1/[C:1](=[N:43]/[O:42][CH2:41][C:38]([OH:40])=[O:39])/[CH3:2]. The yield is 0.970. (7) The reactants are Br[C:2]1[CH:7]=[CH:6][CH:5]=[C:4]([N+:8]([O-:10])=[O:9])[CH:3]=1.C(=O)([O-])[O-].[Cs+].[Cs+].[NH:17]1[CH2:22][CH2:21][O:20][CH2:19][CH2:18]1. The catalyst is C([O-])(=O)C.[Pd+2].C([O-])(=O)C.C1C=CC(P(C2C(C3C(P(C4C=CC=CC=4)C4C=CC=CC=4)=CC=C4C=3C=CC=C4)=C3C(C=CC=C3)=CC=2)C2C=CC=CC=2)=CC=1.C1(C)C=CC=CC=1. The product is [N+:8]([C:4]1[CH:3]=[C:2]([N:17]2[CH2:22][CH2:21][O:20][CH2:19][CH2:18]2)[CH:7]=[CH:6][CH:5]=1)([O-:10])=[O:9]. The yield is 0.570. (8) The reactants are C(OC([N:8]1[CH2:11][CH:10]([N:12]2[CH2:17][CH2:16][N:15]([CH3:18])[C:14](=[O:19])[CH2:13]2)[CH2:9]1)=O)(C)(C)C.C(O)(C(F)(F)F)=O. The catalyst is C(Cl)Cl. The product is [NH:8]1[CH2:9][CH:10]([N:12]2[CH2:17][CH2:16][N:15]([CH3:18])[C:14](=[O:19])[CH2:13]2)[CH2:11]1. The yield is 0.950. (9) The reactants are [F:1][C:2]1[CH:8]=[CH:7][C:6]([F:9])=[CH:5][C:3]=1[NH2:4].[F:10][C:11]([F:24])([O:15][C:16]1[CH:17]=[C:18]([CH:21]=[CH:22][CH:23]=1)[CH:19]=O)[CH:12]([F:14])[F:13]. The catalyst is C1CCCCC1. The product is [F:1][C:2]1[CH:8]=[CH:7][C:6]([F:9])=[CH:5][C:3]=1[NH:4][CH2:19][C:18]1[CH:21]=[CH:22][CH:23]=[C:16]([O:15][C:11]([F:10])([F:24])[CH:12]([F:13])[F:14])[CH:17]=1. The yield is 0.860.